From a dataset of Catalyst prediction with 721,799 reactions and 888 catalyst types from USPTO. Predict which catalyst facilitates the given reaction. (1) Product: [CH3:38][C@@H:37]1[CH2:36][C:35]2[C:30](=[CH:31][CH:32]=[CH:33][CH:34]=2)[CH2:29][N:28]1[C:26]([C:25]1[C:17]([C:8]2[N:7]3[C:11]([CH2:12][CH:4]([O:3][CH2:41][CH:40]=[CH2:39])[CH2:5][CH2:6]3)=[C:10]([C:13]([O:15][CH3:16])=[O:14])[CH:9]=2)=[CH:18][C:19]2[O:23][CH2:22][O:21][C:20]=2[CH:24]=1)=[O:27]. Reactant: [H-].[Na+].[OH:3][CH:4]1[CH2:12][C:11]2[N:7]([C:8]([C:17]3[C:25]([C:26]([N:28]4[C@H:37]([CH3:38])[CH2:36][C:35]5[C:30](=[CH:31][CH:32]=[CH:33][CH:34]=5)[CH2:29]4)=[O:27])=[CH:24][C:20]4[O:21][CH2:22][O:23][C:19]=4[CH:18]=3)=[CH:9][C:10]=2[C:13]([O:15][CH3:16])=[O:14])[CH2:6][CH2:5]1.[CH2:39](Br)[CH:40]=[CH2:41].[NH4+].[Cl-]. The catalyst class is: 1. (2) Reactant: Cl.FC1C=C(C=CC=1)CN1C=C(C2C3C(=NC=C(C4C=CC(C5CCNCC5)=CC=4)C=3)N(S(C3C=CC(C)=CC=3)(=O)=O)C=2)C=N1.[F:46][C:47]1[CH:48]=[C:49]([CH:88]=[C:89]([F:91])[CH:90]=1)[CH2:50][N:51]1[CH:55]=[C:54]([C:56]2[C:64]3[C:59](=[N:60][CH:61]=[C:62]([C:65]4[CH:66]=[N:67][C:68]([N:71]5[CH2:76][CH2:75][N:74]([CH3:77])[CH2:73][CH2:72]5)=[CH:69][CH:70]=4)[CH:63]=3)[N:58](S(C3C=CC(C)=CC=3)(=O)=O)[CH:57]=2)[CH:53]=[N:52]1.[OH-].[Li+]. Product: [F:46][C:47]1[CH:48]=[C:49]([CH:88]=[C:89]([F:91])[CH:90]=1)[CH2:50][N:51]1[CH:55]=[C:54]([C:56]2[C:64]3[C:59](=[N:60][CH:61]=[C:62]([C:65]4[CH:66]=[N:67][C:68]([N:71]5[CH2:72][CH2:73][N:74]([CH3:77])[CH2:75][CH2:76]5)=[CH:69][CH:70]=4)[CH:63]=3)[NH:58][CH:57]=2)[CH:53]=[N:52]1. The catalyst class is: 87.